Task: Predict hERG channel inhibition at various concentrations.. Dataset: hERG Central: cardiac toxicity at 1µM, 10µM, and general inhibition (1) The compound is Cc1ccc(-n2c(/C=C/c3ccc4c(c3)OCO4)nc3ccccc3c2=O)cc1. Results: hERG_inhib (hERG inhibition (general)): blocker. (2) The compound is O=C(c1ccc([N+](=O)[O-])cc1)N(Cc1cccs1)C1CCS(=O)(=O)C1. Results: hERG_inhib (hERG inhibition (general)): blocker. (3) The compound is Clc1ccc2c(c1)C(N1CCNCC1)Cc1ccccc1S2.O=C(O)/C=C\C(=O)O. Results: hERG_inhib (hERG inhibition (general)): blocker. (4) The drug is COc1cccc(N2CCN(CC(=O)Nc3ccc(SC(F)F)cc3)CC2)c1. Results: hERG_inhib (hERG inhibition (general)): blocker. (5) The compound is Cc1oc(-c2ccc(Cl)cc2)nc1CN1CCC(C(=O)NCc2cccs2)CC1. Results: hERG_inhib (hERG inhibition (general)): blocker. (6) The compound is COc1ccccc1NC(=O)N(CCN(C)C)Cc1cc2cc(C)ccc2[nH]c1=O. Results: hERG_inhib (hERG inhibition (general)): blocker. (7) The drug is Cl.Nc1nonc1C(=O)NCCNCc1ccccc1OCc1ccc(F)cc1. Results: hERG_inhib (hERG inhibition (general)): blocker. (8) The compound is CN(C)C(CNC(=O)CSc1nc2ccccc2c(=O)n1Cc1ccco1)c1ccccc1. Results: hERG_inhib (hERG inhibition (general)): blocker.